From a dataset of Peptide-MHC class II binding affinity with 134,281 pairs from IEDB. Regression. Given a peptide amino acid sequence and an MHC pseudo amino acid sequence, predict their binding affinity value. This is MHC class II binding data. (1) The peptide sequence is EDLVRAYHSMSSTHE. The MHC is DRB1_0901 with pseudo-sequence DRB1_0901. The binding affinity (normalized) is 0.479. (2) The peptide sequence is TVWAQSAAFPAFKPE. The MHC is DRB1_1302 with pseudo-sequence DRB1_1302. The binding affinity (normalized) is 0.355. (3) The peptide sequence is SDGSWSTVSSEANAEDVVCC. The MHC is DRB1_0301 with pseudo-sequence DRB1_0301. The binding affinity (normalized) is 0.0786. (4) The peptide sequence is RNVFDEVIPTAFKIG. The MHC is DRB1_1001 with pseudo-sequence DRB1_1001. The binding affinity (normalized) is 0.228. (5) The peptide sequence is PVNEALAAAGLVGVL. The MHC is HLA-DQA10601-DQB10402 with pseudo-sequence HLA-DQA10601-DQB10402. The binding affinity (normalized) is 0. (6) The peptide sequence is STEQNVPDPQVGITT. The MHC is DRB1_1201 with pseudo-sequence DRB1_1201. The binding affinity (normalized) is 0.